Predict the product of the given reaction. From a dataset of Forward reaction prediction with 1.9M reactions from USPTO patents (1976-2016). (1) Given the reactants [CH3:1][C:2]1[CH:6]=[C:5]([CH3:7])[N:4]([C:8]2[NH:9][NH:10][C:11]([N:14]3[C:18]([CH3:19])=[CH:17][C:16]([CH3:20])=[N:15]3)=[N:12][N:13]=2)[N:3]=1.[N+]([O-])(O)=O, predict the reaction product. The product is: [CH3:1][C:2]1[CH:6]=[C:5]([CH3:7])[N:4]([C:8]2[N:9]=[N:10][C:11]([N:14]3[C:18]([CH3:19])=[CH:17][C:16]([CH3:20])=[N:15]3)=[N:12][N:13]=2)[N:3]=1. (2) The product is: [CH3:8][C:2]1[NH:13][CH:10]=[CH:11][C:3]=1[C:4]([O:6][CH3:7])=[O:5]. Given the reactants O=[C:2]([CH3:8])[CH2:3][C:4]([O:6][CH3:7])=[O:5].Cl[CH2:10][CH:11]=O.[NH3:13], predict the reaction product.